Dataset: Forward reaction prediction with 1.9M reactions from USPTO patents (1976-2016). Task: Predict the product of the given reaction. (1) Given the reactants [F:1][C:2]([F:14])([F:13])[C:3](=O)[CH2:4][C:5]([C:7]1[O:8][CH:9]=[CH:10][CH:11]=1)=O.Cl.Cl.Cl.[CH2:18]([NH:25][NH2:26])[C:19]1[CH:24]=[CH:23][CH:22]=[CH:21][CH:20]=1.C([O-])(O)=O.[Na+], predict the reaction product. The product is: [CH2:18]([N:25]1[C:5]([C:7]2[O:8][CH:9]=[CH:10][CH:11]=2)=[CH:4][C:3]([C:2]([F:14])([F:13])[F:1])=[N:26]1)[C:19]1[CH:24]=[CH:23][CH:22]=[CH:21][CH:20]=1. (2) Given the reactants [CH2:1]([O:5][CH2:6][CH2:7][O:8][C:9]1[CH:14]=[CH:13][C:12]([C:15]2[CH:16]=[CH:17][C:18]3[N:24]([CH2:25][CH:26]([CH3:28])[CH3:27])[CH2:23][CH2:22][C:21]([C:29]([NH:31][C:32]4[CH:37]=[CH:36][C:35]([S:38][CH2:39][C:40]5[N:44]([CH2:45][CH2:46][CH3:47])[C:43]([S:48][CH3:49])=[N:42][N:41]=5)=[CH:34][CH:33]=4)=[O:30])=[CH:20][C:19]=3[CH:50]=2)=[CH:11][CH:10]=1)[CH2:2][CH2:3][CH3:4].ClC1C=CC=C(C(OO)=[O:59])C=1.S([O-])([O-])(=O)=S.[Na+].[Na+], predict the reaction product. The product is: [CH2:1]([O:5][CH2:6][CH2:7][O:8][C:9]1[CH:10]=[CH:11][C:12]([C:15]2[CH:16]=[CH:17][C:18]3[N:24]([CH2:25][CH:26]([CH3:27])[CH3:28])[CH2:23][CH2:22][C:21]([C:29]([NH:31][C:32]4[CH:33]=[CH:34][C:35]([S:38]([CH2:39][C:40]5[N:44]([CH2:45][CH2:46][CH3:47])[C:43]([S:48][CH3:49])=[N:42][N:41]=5)=[O:59])=[CH:36][CH:37]=4)=[O:30])=[CH:20][C:19]=3[CH:50]=2)=[CH:13][CH:14]=1)[CH2:2][CH2:3][CH3:4]. (3) Given the reactants [Cl:1][C:2]1[CH:3]=[N:4][CH:5]=[CH:6][C:7]=1[CH:8]([OH:20])[CH2:9][C:10]1[CH:15]=[CH:14][C:13]([C:16]([F:19])([F:18])[F:17])=[CH:12][CH:11]=1.CC(OI1(OC(C)=O)(OC(C)=O)OC(=O)C2C=CC=CC1=2)=O, predict the reaction product. The product is: [Cl:1][C:2]1[CH:3]=[N:4][CH:5]=[CH:6][C:7]=1[C:8](=[O:20])[CH2:9][C:10]1[CH:15]=[CH:14][C:13]([C:16]([F:17])([F:19])[F:18])=[CH:12][CH:11]=1. (4) Given the reactants [CH:1]1([C:7](Cl)=[O:8])[CH2:6][CH2:5][CH2:4][CH2:3][CH2:2]1.[CH3:10][O:11][C:12]1[CH:17]=[CH:16][CH:15]=[CH:14][C:13]=1[N:18]1[CH2:23][CH2:22][N:21]([CH2:24][CH:25]2[CH2:30][CH2:29][NH:28][CH2:27][CH2:26]2)[CH2:20][CH2:19]1.C(N(CC)CC)C, predict the reaction product. The product is: [CH:1]1([C:7]([N:28]2[CH2:29][CH2:30][CH:25]([CH2:24][N:21]3[CH2:20][CH2:19][N:18]([C:13]4[CH:14]=[CH:15][CH:16]=[CH:17][C:12]=4[O:11][CH3:10])[CH2:23][CH2:22]3)[CH2:26][CH2:27]2)=[O:8])[CH2:6][CH2:5][CH2:4][CH2:3][CH2:2]1. (5) Given the reactants [CH3:1][O:2][C:3]1[CH:4]=[C:5]([CH2:19][NH2:20])[CH:6]=[C:7]([C:9]2[CH:14]=[CH:13][C:12]([C:15]([F:18])([F:17])[F:16])=[CH:11][CH:10]=2)[CH:8]=1.[CH2:21]([N:23]([CH2:34][C:35](O)=[O:36])[S:24]([C:27]1[CH:32]=[CH:31][C:30]([F:33])=[CH:29][CH:28]=1)(=[O:26])=[O:25])[CH3:22].CN(C(ON1N=NC2C=CC=NC1=2)=[N+](C)C)C.F[P-](F)(F)(F)(F)F.C(N(CC)C(C)C)(C)C.OS([O-])(=O)=O.[K+], predict the reaction product. The product is: [CH2:21]([N:23]([S:24]([C:27]1[CH:28]=[CH:29][C:30]([F:33])=[CH:31][CH:32]=1)(=[O:26])=[O:25])[CH2:34][C:35]([NH:20][CH2:19][C:5]1[CH:6]=[C:7]([C:9]2[CH:10]=[CH:11][C:12]([C:15]([F:17])([F:16])[F:18])=[CH:13][CH:14]=2)[CH:8]=[C:3]([O:2][CH3:1])[CH:4]=1)=[O:36])[CH3:22]. (6) Given the reactants [N+:1]([C:4]1[C:9](F)=[CH:8][C:7]([O:11][CH3:12])=[CH:6][C:5]=1[F:13])([O-:3])=[O:2].[NH2:14][CH:15]1[CH2:20][CH2:19][N:18]([C:21]([O:23][C:24]([CH3:27])([CH3:26])[CH3:25])=[O:22])[CH2:17][CH2:16]1.O.C(OCC)(=O)C, predict the reaction product. The product is: [N+:1]([C:4]1[C:5]([F:13])=[CH:6][C:7]([O:11][CH3:12])=[CH:8][C:9]=1[NH:14][CH:15]1[CH2:16][CH2:17][N:18]([C:21]([O:23][C:24]([CH3:27])([CH3:26])[CH3:25])=[O:22])[CH2:19][CH2:20]1)([O-:3])=[O:2]. (7) Given the reactants [C:1]([C:4]1[S:5][CH:6]=[CH:7][N:8]=1)(=[O:3])[CH3:2].[Si:9](OS(C(F)(F)F)(=O)=O)([CH:16]([CH3:18])[CH3:17])([CH:13]([CH3:15])[CH3:14])[CH:10]([CH3:12])[CH3:11].CCN(C(C)C)C(C)C, predict the reaction product. The product is: [CH:10]([Si:9]([CH:16]([CH3:18])[CH3:17])([CH:13]([CH3:15])[CH3:14])[O:3][C:1]([C:4]1[S:5][CH:6]=[CH:7][N:8]=1)=[CH2:2])([CH3:12])[CH3:11].